This data is from Full USPTO retrosynthesis dataset with 1.9M reactions from patents (1976-2016). The task is: Predict the reactants needed to synthesize the given product. (1) The reactants are: [ClH:1].[CH2:2]1[C:10]2[C:5](=[CH:6][CH:7]=[CH:8][CH:9]=2)[CH2:4][N:3]1[C:11](=[O:33])[CH2:12][CH2:13][CH2:14][CH2:15][CH2:16][N:17]1[CH2:22][CH2:21][N:20]([C:23]2[CH:28]=[CH:27][CH:26]=[C:25]([C:29]([F:32])([F:31])[F:30])[CH:24]=2)[CH2:19][CH2:18]1. Given the product [ClH:1].[CH2:2]1[C:10]2[C:5](=[CH:6][CH:7]=[CH:8][CH:9]=2)[CH2:4][N:3]1[C:11](=[O:33])[CH2:12][CH2:13][CH2:14][CH2:15][CH2:16][N:17]1[CH2:22][CH2:21][N:20]([C:23]2[CH:28]=[CH:27][CH:26]=[C:25]([C:29]([F:30])([F:31])[F:32])[CH:24]=2)[CH2:19][CH2:18]1, predict the reactants needed to synthesize it. (2) Given the product [C:39]([O:38][C:36]([NH:1][CH2:2][CH2:3][CH2:4][CH2:5][N:6]1[C:19](=[O:20])[C:21]2[N:26]3[C:27](=[CH:28][N:29]=[C:25]3[CH:24]=[CH:23][CH:22]=2)[C:30]1=[O:35])=[O:37])([CH3:42])([CH3:41])[CH3:40], predict the reactants needed to synthesize it. The reactants are: [NH2:1][CH2:2][CH2:3][CH2:4][CH2:5][NH2:6].C(N(CC)C(C)C)(C)C.C(O[C:19]([C:21]1[N:26]2[C:27]([C:30](=[O:35])C(Cl)(Cl)Cl)=[CH:28][N:29]=[C:25]2[CH:24]=[CH:23][CH:22]=1)=[O:20])C.[C:36](O[C:36]([O:38][C:39]([CH3:42])([CH3:41])[CH3:40])=[O:37])([O:38][C:39]([CH3:42])([CH3:41])[CH3:40])=[O:37]. (3) Given the product [Cl:1][C:2]1[CH:7]=[C:6]([Cl:8])[CH:5]=[CH:4][C:3]=1[C:9](=[O:16])[CH2:10][C:11]1[NH:12][CH:17]=[C:18]([CH3:22])[N:19]=1, predict the reactants needed to synthesize it. The reactants are: [Cl:1][C:2]1[CH:7]=[C:6]([Cl:8])[CH:5]=[CH:4][C:3]=1[C:9](=[O:16])[CH2:10][C:11]1C=CN[N:12]=1.[CH3:17][C:18]1[N:19]=CN[CH:22]=1. (4) Given the product [CH3:1][C:2]1[CH:3]=[C:4]2[C:8](=[CH:9][C:10]=1[CH3:11])[C:7](=[O:12])[N:6]([C:13]1[CH:18]=[CH:17][C:16]([F:19])=[CH:15][CH:14]=1)[CH:5]2[CH2:26][C:21]([O:23][CH2:24][CH3:25])=[O:22], predict the reactants needed to synthesize it. The reactants are: [CH3:1][C:2]1[CH:3]=[C:4]2[C:8](=[CH:9][C:10]=1[CH3:11])[C:7](=[O:12])[N:6]([C:13]1[CH:18]=[CH:17][C:16]([F:19])=[CH:15][CH:14]=1)[CH:5]2O.[C:21]([CH:26]=P(C1C=CC=CC=1)(C1C=CC=CC=1)C1C=CC=CC=1)([O:23][CH2:24][CH3:25])=[O:22]. (5) Given the product [F:18][C:19]1[C:32]([F:33])=[C:31]([F:34])[C:30]([F:35])=[C:29]([F:36])[C:20]=1[O:21][C:22]1[CH:23]=[C:24]([CH:26]=[CH:27][CH:28]=1)[NH:25][C:2]1[CH:7]=[C:6]([C:8]([F:11])([F:10])[F:9])[N:5]=[C:4]([C:12]2[CH:13]=[N:14][CH:15]=[CH:16][CH:17]=2)[N:3]=1, predict the reactants needed to synthesize it. The reactants are: Cl[C:2]1[CH:7]=[C:6]([C:8]([F:11])([F:10])[F:9])[N:5]=[C:4]([C:12]2[CH:13]=[N:14][CH:15]=[CH:16][CH:17]=2)[N:3]=1.[F:18][C:19]1[C:32]([F:33])=[C:31]([F:34])[C:30]([F:35])=[C:29]([F:36])[C:20]=1[O:21][C:22]1[CH:23]=[C:24]([CH:26]=[CH:27][CH:28]=1)[NH2:25]. (6) Given the product [Cl:21][C:11]1[CH:12]=[C:13]([C:14]([OH:16])=[O:15])[C:8]2[C:7]([CH3:18])=[N:6][N:5]([C:2]([CH3:4])([CH3:3])[CH3:1])[C:9]=2[N:10]=1, predict the reactants needed to synthesize it. The reactants are: [CH3:1][C:2]([N:5]1[C:9]2[NH:10][C:11](=O)[CH:12]=[C:13]([C:14]([OH:16])=[O:15])[C:8]=2[C:7]([CH3:18])=[N:6]1)([CH3:4])[CH3:3].P(Cl)(Cl)([Cl:21])=O. (7) Given the product [CH3:27][C:23]1([CH3:28])[NH:22][C:21](=[O:29])[C:20]2[S:19][C:18]([N:14]3[C:13]4[CH:30]=[C:9]([O:8][C:6]5[CH:5]=[CH:4][CH:3]=[C:2]([C:43]6[CH:42]=[N:41][N:40]([CH3:39])[CH:44]=6)[N:7]=5)[CH:10]=[CH:11][C:12]=4[O:17][CH2:16][CH2:15]3)=[N:26][C:25]=2[CH2:24]1, predict the reactants needed to synthesize it. The reactants are: Br[C:2]1[N:7]=[C:6]([O:8][C:9]2[CH:10]=[CH:11][C:12]3[O:17][CH2:16][CH2:15][N:14]([C:18]4[S:19][C:20]5[C:21](=[O:29])[NH:22][C:23]([CH3:28])([CH3:27])[CH2:24][C:25]=5[N:26]=4)[C:13]=3[CH:30]=2)[CH:5]=[CH:4][CH:3]=1.P([O-])([O-])([O-])=O.[K+].[K+].[K+].[CH3:39][N:40]1[CH:44]=[C:43](B2OC(C)(C)C(C)(C)O2)[CH:42]=[N:41]1. (8) Given the product [F:20][C:2]1([F:1])[C:9]2[C:8]([C:10]([F:11])([F:12])[F:13])=[N:7][N:6]([CH2:14][C:15]([OH:17])=[O:16])[C:5]=2[CH2:4][CH2:3]1, predict the reactants needed to synthesize it. The reactants are: [F:1][C:2]1([F:20])[C:9]2[C:8]([C:10]([F:13])([F:12])[F:11])=[N:7][N:6]([CH2:14][C:15]([O:17]CC)=[O:16])[C:5]=2[CH2:4][CH2:3]1.C(OC(NCC1C=C2C(=CC=1)NC=C2CC(OC)=O)=O)(C)(C)C. (9) Given the product [Br:12][C:7]1[CH:6]=[C:5]2[C:10](=[CH:9][CH:8]=1)[NH:1][C:2](=[O:11])[CH:3]=[N:4]2, predict the reactants needed to synthesize it. The reactants are: [NH:1]1[C:10]2[C:5](=[CH:6][CH:7]=[CH:8][CH:9]=2)[N:4]=[CH:3][C:2]1=[O:11].[Br:12]Br.